From a dataset of Peptide-MHC class I binding affinity with 185,985 pairs from IEDB/IMGT. Regression. Given a peptide amino acid sequence and an MHC pseudo amino acid sequence, predict their binding affinity value. This is MHC class I binding data. (1) The peptide sequence is SHRPHRRPV. The MHC is HLA-B07:02 with pseudo-sequence HLA-B07:02. The binding affinity (normalized) is 0.397. (2) The peptide sequence is YEDQDALFAY. The MHC is HLA-A23:01 with pseudo-sequence HLA-A23:01. The binding affinity (normalized) is 0. (3) The peptide sequence is QQLLRREVY. The MHC is HLA-A03:01 with pseudo-sequence HLA-A03:01. The binding affinity (normalized) is 0.213. (4) The peptide sequence is ISFLRRAIV. The MHC is H-2-Kb with pseudo-sequence H-2-Kb. The binding affinity (normalized) is 0.678. (5) The peptide sequence is KVYEGVWKK. The MHC is HLA-A31:01 with pseudo-sequence HLA-A31:01. The binding affinity (normalized) is 0.509. (6) The peptide sequence is QREPWDEWV. The MHC is Mamu-B08 with pseudo-sequence Mamu-B08. The binding affinity (normalized) is 0.323. (7) The peptide sequence is QFLKFSLPFPFLYKFLL. The MHC is HLA-A31:01 with pseudo-sequence HLA-A31:01. The binding affinity (normalized) is 0.365.